From a dataset of Forward reaction prediction with 1.9M reactions from USPTO patents (1976-2016). Predict the product of the given reaction. (1) Given the reactants Br[CH2:2][C:3]1[C:17]([F:18])=[CH:16][C:6]([C:7]([NH:9][S:10]([N:13]([CH3:15])[CH3:14])(=[O:12])=[O:11])=[O:8])=[C:5]([F:19])[CH:4]=1.[Cl:20][C:21]1[CH:22]=[C:23]([OH:28])[CH:24]=[CH:25][C:26]=1[Cl:27].C(=O)([O-])[O-].[K+].[K+].Cl, predict the reaction product. The product is: [Cl:20][C:21]1[CH:22]=[C:23]([CH:24]=[CH:25][C:26]=1[Cl:27])[O:28][CH2:2][C:3]1[C:17]([F:18])=[CH:16][C:6]([C:7]([NH:9][S:10]([N:13]([CH3:15])[CH3:14])(=[O:12])=[O:11])=[O:8])=[C:5]([F:19])[CH:4]=1. (2) Given the reactants [C:1]([O:5][C:6](=[O:21])[N:7]([C:9]1[C:14]2[N:15]=[CH:16][N:17]([CH3:18])[C:13]=2[C:12](I)=[C:11]([NH2:20])[N:10]=1)[CH3:8])([CH3:4])([CH3:3])[CH3:2].[C:22]([C:24]1[CH:25]=[C:26]([CH:29]=[C:30]([F:32])[CH:31]=1)[C:27]#[N:28])#[CH:23].C(NC(C)C)(C)C.CN(C)C=O, predict the reaction product. The product is: [NH2:20][C:11]1[N:10]=[C:9]([N:7]([CH3:8])[C:6](=[O:21])[O:5][C:1]([CH3:4])([CH3:3])[CH3:2])[C:14]2[N:15]=[CH:16][N:17]([CH3:18])[C:13]=2[C:12]=1[C:23]#[C:22][C:24]1[CH:31]=[C:30]([F:32])[CH:29]=[C:26]([C:27]#[N:28])[CH:25]=1. (3) The product is: [NH:21]([C:2]1[N:3]=[C:4]2[CH:18]=[C:17]([CH3:19])[CH:16]=[N:15][C:5]2=[N:6][C:7]=1[N:8]1[CH2:13][CH2:12][N:11]([CH3:14])[CH2:10][CH2:9]1)[NH2:22]. Given the reactants Cl[C:2]1[N:3]=[C:4]2[CH:18]=[C:17]([CH3:19])[CH:16]=[N:15][C:5]2=[N:6][C:7]=1[N:8]1[CH2:13][CH2:12][N:11]([CH3:14])[CH2:10][CH2:9]1.O.[NH2:21][NH2:22], predict the reaction product. (4) Given the reactants C([O:3][C:4](=O)[C:5]1[CH:10]=[C:9]([Cl:11])[CH:8]=[N:7][C:6]=1[NH2:12])C.C(O)(=O)C.[CH:18](N)=[NH:19], predict the reaction product. The product is: [Cl:11][C:9]1[CH:8]=[N:7][C:6]2[N:12]=[CH:18][N:19]=[C:4]([OH:3])[C:5]=2[CH:10]=1. (5) Given the reactants [CH3:1][NH:2][C:3]1[CH:13]=[CH:12][C:6]([C:7]([O:9][CH2:10][CH3:11])=[O:8])=[CH:5][CH:4]=1.C1C=CC(P(C2C(C3C(P(C4C=CC=CC=4)C4C=CC=CC=4)=CC=C4C=3C=CC=C4)=C3C(C=CC=C3)=CC=2)C2C=CC=CC=2)=CC=1.Br[C:61]1[CH:66]=[CH:65][CH:64]=[CH:63][N:62]=1.CC([O-])(C)C.[K+], predict the reaction product. The product is: [CH3:1][N:2]([C:61]1[CH:66]=[CH:65][CH:64]=[CH:63][N:62]=1)[C:3]1[CH:13]=[CH:12][C:6]([C:7]([O:9][CH2:10][CH3:11])=[O:8])=[CH:5][CH:4]=1. (6) Given the reactants [OH:1][CH2:2][C:3]1[O:7]C=N[C:4]=1C.C([N:11]([CH2:14][CH3:15])[CH2:12]C)C.[Si:16](Cl)([C:19]([CH3:22])([CH3:21])[CH3:20])(C)C.O.[CH:25](Cl)(Cl)Cl, predict the reaction product. The product is: [C:19]([SiH2:16][O:7][C:3]([CH3:4])([CH3:25])[C:2]1[O:1][CH:12]=[N:11][C:14]=1[CH3:15])([CH3:22])([CH3:21])[CH3:20].